Dataset: NCI-60 drug combinations with 297,098 pairs across 59 cell lines. Task: Regression. Given two drug SMILES strings and cell line genomic features, predict the synergy score measuring deviation from expected non-interaction effect. (1) Drug 1: C1=C(C(=O)NC(=O)N1)F. Drug 2: CC1CCC2CC(C(=CC=CC=CC(CC(C(=O)C(C(C(=CC(C(=O)CC(OC(=O)C3CCCCN3C(=O)C(=O)C1(O2)O)C(C)CC4CCC(C(C4)OC)O)C)C)O)OC)C)C)C)OC. Cell line: OVCAR3. Synergy scores: CSS=55.9, Synergy_ZIP=-9.42, Synergy_Bliss=-12.0, Synergy_Loewe=-5.03, Synergy_HSA=-4.36. (2) Drug 1: C1CCN(CC1)CCOC2=CC=C(C=C2)C(=O)C3=C(SC4=C3C=CC(=C4)O)C5=CC=C(C=C5)O. Drug 2: CCC1(CC2CC(C3=C(CCN(C2)C1)C4=CC=CC=C4N3)(C5=C(C=C6C(=C5)C78CCN9C7C(C=CC9)(C(C(C8N6C=O)(C(=O)OC)O)OC(=O)C)CC)OC)C(=O)OC)O.OS(=O)(=O)O. Cell line: SNB-19. Synergy scores: CSS=35.2, Synergy_ZIP=4.01, Synergy_Bliss=7.23, Synergy_Loewe=-40.3, Synergy_HSA=5.17.